From a dataset of Full USPTO retrosynthesis dataset with 1.9M reactions from patents (1976-2016). Predict the reactants needed to synthesize the given product. Given the product [F:1][C:2]1([F:24])[CH2:7][CH2:6][CH:5]([CH2:8][NH:9][C:10]([C:12]2[C:13]3[CH:14]=[CH:15][C:16]([N:25]4[CH2:29][CH2:28][CH:27]([OH:30])[CH2:26]4)=[N:17][C:18]=3[CH:19]=[CH:20][C:21]=2[Cl:22])=[O:11])[CH2:4][CH2:3]1, predict the reactants needed to synthesize it. The reactants are: [F:1][C:2]1([F:24])[CH2:7][CH2:6][CH:5]([CH2:8][NH:9][C:10]([C:12]2[C:13]3[CH:14]=[CH:15][C:16](Cl)=[N:17][C:18]=3[CH:19]=[CH:20][C:21]=2[Cl:22])=[O:11])[CH2:4][CH2:3]1.[NH:25]1[CH2:29][CH2:28][CH:27]([OH:30])[CH2:26]1.